This data is from Forward reaction prediction with 1.9M reactions from USPTO patents (1976-2016). The task is: Predict the product of the given reaction. Given the reactants [Cl:1][C:2]1[CH:11]=[C:10]2[C:5]([CH:6]=[CH:7]O[C:9]2=[O:12])=[CH:4][CH:3]=1.[NH2:13][C@@H:14]([CH2:22][CH3:23])[C:15]([O:17][C:18]([CH3:21])([CH3:20])[CH3:19])=[O:16], predict the reaction product. The product is: [C:18]([O:17][C:15](=[O:16])[CH:14]([N:13]1[CH:7]([NH:13][CH:14]([C:15]([O:17][C:18]([CH3:19])([CH3:21])[CH3:20])=[O:16])[CH2:22][CH3:23])[CH2:6][C:5]2[C:10](=[CH:11][C:2]([Cl:1])=[CH:3][CH:4]=2)[C:9]1=[O:12])[CH2:22][CH3:23])([CH3:19])([CH3:21])[CH3:20].